From a dataset of Forward reaction prediction with 1.9M reactions from USPTO patents (1976-2016). Predict the product of the given reaction. Given the reactants [N:1]([C:8](OC(C)(C)C)=O)([CH3:7])[C@H:2]([C:4](O)=[O:5])[CH3:3].CCN=C=NCCCN(C)C.[CH2:26]([NH:34][C:35]([C@@H:37]1[CH2:41][CH2:40][C@H:39]([CH2:42][CH:43]=[CH2:44])[N:38]1[C:45](=[O:51])[C@@H:46]([NH2:50])[CH2:47][CH:48]=[CH2:49])=[O:36])[CH2:27][C:28]1[CH:33]=[CH:32][CH:31]=[CH:30][CH:29]=1, predict the reaction product. The product is: [CH2:26]([NH:34][C:35]([C@@H:37]1[CH2:41][CH2:40][C@H:39]([CH2:42][CH:43]=[CH2:44])[N:38]1[C:45](=[O:51])[C@@H:46]([NH:50][C:4](=[O:5])[C@@H:2]([N:1]([CH3:8])[CH3:7])[CH3:3])[CH2:47][CH:48]=[CH2:49])=[O:36])[CH2:27][C:28]1[CH:29]=[CH:30][CH:31]=[CH:32][CH:33]=1.